From a dataset of Full USPTO retrosynthesis dataset with 1.9M reactions from patents (1976-2016). Predict the reactants needed to synthesize the given product. (1) The reactants are: Br[C:2]1[C:10]2[N:9]3[CH2:11][CH2:12][CH2:13][NH:14][C:15](=[O:16])[C:8]3=[CH:7][C:6]=2[CH:5]=[C:4]([C:17]#[N:18])[CH:3]=1.[F:19][C:20]1[CH:25]=[C:24](B(O)O)[CH:23]=[CH:22][N:21]=1. Given the product [F:19][C:20]1[CH:25]=[C:24]([C:2]2[C:10]3[N:9]4[CH2:11][CH2:12][CH2:13][NH:14][C:15](=[O:16])[C:8]4=[CH:7][C:6]=3[CH:5]=[C:4]([C:17]#[N:18])[CH:3]=2)[CH:23]=[CH:22][N:21]=1, predict the reactants needed to synthesize it. (2) Given the product [OH:10][C:8]1[C:7]2[CH2:6][CH2:5][N:4]([C:13]([O:15][CH2:16][CH2:19][CH2:24][CH3:25])=[O:14])[CH2:3][C:2]=2[N:22]=[CH:21][N:23]=1, predict the reactants needed to synthesize it. The reactants are: O=[C:2]1[CH:7]([C:8]([O:10]CC)=O)[CH2:6][CH2:5][N:4]([C:13]([O:15][C:16]([CH3:19])(C)C)=[O:14])[CH2:3]1.Cl.[CH:21]([NH2:23])=[NH:22].[CH3:24][CH2:25][O-].[Na+]. (3) Given the product [F:8][C:6]1[CH:5]=[C:4]2[C:3](=[C:2]([F:1])[CH:7]=1)[CH2:9][C:10](=[O:12])[CH2:14][CH2:13]2, predict the reactants needed to synthesize it. The reactants are: [F:1][C:2]1[CH:7]=[C:6]([F:8])[CH:5]=[CH:4][C:3]=1[CH2:9][C:10]([OH:12])=O.[C:13](Cl)(=O)[C:14](Cl)=O.[Cl-].[Al+3].[Cl-].[Cl-].Cl. (4) Given the product [N:2]1([CH2:39][C@@H:37]([C:28]2[CH:29]=[CH:30][C:31]3[C:32](=[O:36])[O:33][CH2:34][C:35]=3[C:27]=2[CH3:26])[OH:38])[C:6]2([CH2:11][CH2:10][CH2:9][N:8]([CH2:12][C@@H:13]([C:15]3[CH:24]=[CH:23][C:18]4[C:19](=[O:22])[O:20][CH2:21][C:17]=4[C:16]=3[CH3:25])[OH:14])[CH2:7]2)[CH2:5][CH2:4][CH2:3]1, predict the reactants needed to synthesize it. The reactants are: Cl.[NH:2]1[C:6]2([CH2:11][CH2:10][CH2:9][N:8]([CH2:12][C@@H:13]([C:15]3[CH:24]=[CH:23][C:18]4[C:19](=[O:22])[O:20][CH2:21][C:17]=4[C:16]=3[CH3:25])[OH:14])[CH2:7]2)[CH2:5][CH2:4][CH2:3]1.[CH3:26][C:27]1[C:35]2[CH2:34][O:33][C:32](=[O:36])[C:31]=2[CH:30]=[CH:29][C:28]=1[C@@H:37]1[CH2:39][O:38]1.